From a dataset of Forward reaction prediction with 1.9M reactions from USPTO patents (1976-2016). Predict the product of the given reaction. (1) Given the reactants [Cl:1][C:2]1[CH:10]=[CH:9][C:8]([NH:11][C:12](=[O:21])[C:13]2[CH:18]=[CH:17][C:16]([O:19][CH3:20])=[CH:15][CH:14]=2)=[CH:7][C:3]=1[C:4]([OH:6])=O.ClC1N=C(OC)N=C(OC)N=1.CN1CCOCC1.[C:40]([O:44][C:45]([N:47]1[CH2:52][CH2:51][CH:50]([S:53]([C:56]2[CH:61]=[CH:60][C:59]([NH:62][C:63]3[N:68]=[CH:67][C:66]([NH2:69])=[CH:65][N:64]=3)=[CH:58][CH:57]=2)(=[O:55])=[O:54])[CH2:49][CH2:48]1)=[O:46])([CH3:43])([CH3:42])[CH3:41], predict the reaction product. The product is: [C:40]([O:44][C:45]([N:47]1[CH2:48][CH2:49][CH:50]([S:53]([C:56]2[CH:57]=[CH:58][C:59]([NH:62][C:63]3[N:68]=[CH:67][C:66]([NH:69][C:4](=[O:6])[C:3]4[CH:7]=[C:8]([NH:11][C:12](=[O:21])[C:13]5[CH:18]=[CH:17][C:16]([O:19][CH3:20])=[CH:15][CH:14]=5)[CH:9]=[CH:10][C:2]=4[Cl:1])=[CH:65][N:64]=3)=[CH:60][CH:61]=2)(=[O:54])=[O:55])[CH2:51][CH2:52]1)=[O:46])([CH3:43])([CH3:41])[CH3:42]. (2) Given the reactants Br[C:2]1[S:6][CH:5]=[C:4]([C:7]([N:9]2[CH2:14][CH2:13][N:12]([C:15]3[C:20]([CH3:21])=[CH:19][C:18]([CH3:22])=[CH:17][N:16]=3)[CH2:11][CH2:10]2)=[O:8])[CH:3]=1.[CH3:23][C@@H:24]1[CH2:28][O:27][C:26](=[O:29])[NH:25]1, predict the reaction product. The product is: [CH3:21][C:20]1[C:15]([N:12]2[CH2:13][CH2:14][N:9]([C:7]([C:4]3[CH:3]=[C:2]([N:25]4[C@H:24]([CH3:23])[CH2:28][O:27][C:26]4=[O:29])[S:6][CH:5]=3)=[O:8])[CH2:10][CH2:11]2)=[N:16][CH:17]=[C:18]([CH3:22])[CH:19]=1.